Task: Regression. Given a peptide amino acid sequence and an MHC pseudo amino acid sequence, predict their binding affinity value. This is MHC class II binding data.. Dataset: Peptide-MHC class II binding affinity with 134,281 pairs from IEDB The peptide sequence is TCVLGKLSQELHKLQ. The MHC is DRB1_0404 with pseudo-sequence DRB1_0404. The binding affinity (normalized) is 0.175.